Dataset: Full USPTO retrosynthesis dataset with 1.9M reactions from patents (1976-2016). Task: Predict the reactants needed to synthesize the given product. (1) Given the product [CH3:1][O:2][C:3](=[O:25])[CH2:4][C:5]1[CH:6]=[C:7]([C:13]2[CH:18]=[C:17]([O:19][CH3:20])[CH:16]=[CH:15][C:14]=2[CH2:21][N:22]([CH2:23][CH3:24])[C:34]([NH:33][CH2:26][C:27]2[CH:32]=[CH:31][CH:30]=[CH:29][CH:28]=2)=[O:35])[C:8]([O:11][CH3:12])=[CH:9][CH:10]=1, predict the reactants needed to synthesize it. The reactants are: [CH3:1][O:2][C:3](=[O:25])[CH2:4][C:5]1[CH:6]=[C:7]([C:13]2[CH:18]=[C:17]([O:19][CH3:20])[CH:16]=[CH:15][C:14]=2[CH2:21][NH:22][CH2:23][CH3:24])[C:8]([O:11][CH3:12])=[CH:9][CH:10]=1.[CH2:26]([N:33]=[C:34]=[O:35])[C:27]1[CH:32]=[CH:31][CH:30]=[CH:29][CH:28]=1. (2) Given the product [Cl:1][C:2]1[C:3]([C:25]2[S:29][C:28]([C:30]3([OH:34])[CH2:33][CH2:32][CH2:31]3)=[N:27][CH:26]=2)=[C:4]2[CH:10]=[C:9]([C:11]3[CH:16]=[CH:15][C:14]([O:17][CH:18]4[CH2:23][CH2:22][N:21]([CH3:24])[CH2:20][CH2:19]4)=[CH:13][CH:12]=3)[NH:8][C:5]2=[N:6][CH:7]=1, predict the reactants needed to synthesize it. The reactants are: [Cl:1][C:2]1[C:3]([C:25]2[S:29][C:28]([C:30]3([O:34]COC)[CH2:33][CH2:32][CH2:31]3)=[N:27][CH:26]=2)=[C:4]2[CH:10]=[C:9]([C:11]3[CH:16]=[CH:15][C:14]([O:17][CH:18]4[CH2:23][CH2:22][N:21]([CH3:24])[CH2:20][CH2:19]4)=[CH:13][CH:12]=3)[NH:8][C:5]2=[N:6][CH:7]=1.ClC1C(C2SC(C3(OCOC)CCC3)=NC=2)=C2C=C(C3N=C(C4CCCN(C(OC(C)(C)C)=O)C4)ON=3)NC2=NC=1.